From a dataset of Peptide-MHC class II binding affinity with 134,281 pairs from IEDB. Regression. Given a peptide amino acid sequence and an MHC pseudo amino acid sequence, predict their binding affinity value. This is MHC class II binding data. (1) The binding affinity (normalized) is 0.588. The MHC is DRB1_0101 with pseudo-sequence DRB1_0101. The peptide sequence is KVKIVPLDGNKLFNI. (2) The peptide sequence is AFILDGYNLFPKV. The MHC is DRB1_0401 with pseudo-sequence DRB1_0401. The binding affinity (normalized) is 0.590. (3) The peptide sequence is DSVTPMILKAQKGGNL. The MHC is HLA-DPA10201-DPB10501 with pseudo-sequence HLA-DPA10201-DPB10501. The binding affinity (normalized) is 0.281. (4) The peptide sequence is YALFYKLDVVPIDNDNTSY. The MHC is DRB1_1001 with pseudo-sequence DRB1_1001. The binding affinity (normalized) is 0.949. (5) The peptide sequence is RYLEFEALGFLNEDH. The MHC is DRB1_1101 with pseudo-sequence DRB1_1101. The binding affinity (normalized) is 0.504.